This data is from NCI-60 drug combinations with 297,098 pairs across 59 cell lines. The task is: Regression. Given two drug SMILES strings and cell line genomic features, predict the synergy score measuring deviation from expected non-interaction effect. (1) Synergy scores: CSS=47.6, Synergy_ZIP=-0.331, Synergy_Bliss=0.395, Synergy_Loewe=-1.27, Synergy_HSA=-1.18. Drug 2: CC1CCCC2(C(O2)CC(NC(=O)CC(C(C(=O)C(C1O)C)(C)C)O)C(=CC3=CSC(=N3)C)C)C. Cell line: COLO 205. Drug 1: CC(CN1CC(=O)NC(=O)C1)N2CC(=O)NC(=O)C2. (2) Drug 1: CC(CN1CC(=O)NC(=O)C1)N2CC(=O)NC(=O)C2. Drug 2: CN(C(=O)NC(C=O)C(C(C(CO)O)O)O)N=O. Cell line: MCF7. Synergy scores: CSS=21.0, Synergy_ZIP=-6.47, Synergy_Bliss=-1.03, Synergy_Loewe=-10.8, Synergy_HSA=-0.544. (3) Drug 1: CCCCC(=O)OCC(=O)C1(CC(C2=C(C1)C(=C3C(=C2O)C(=O)C4=C(C3=O)C=CC=C4OC)O)OC5CC(C(C(O5)C)O)NC(=O)C(F)(F)F)O. Drug 2: C1CCC(C(C1)N)N.C(=O)(C(=O)[O-])[O-].[Pt+4]. Cell line: SK-MEL-5. Synergy scores: CSS=59.2, Synergy_ZIP=-6.24, Synergy_Bliss=-12.7, Synergy_Loewe=-12.4, Synergy_HSA=-7.74. (4) Drug 1: CN(C(=O)NC(C=O)C(C(C(CO)O)O)O)N=O. Drug 2: CC1CCCC2(C(O2)CC(NC(=O)CC(C(C(=O)C(C1O)C)(C)C)O)C(=CC3=CSC(=N3)C)C)C. Cell line: MCF7. Synergy scores: CSS=30.6, Synergy_ZIP=2.98, Synergy_Bliss=1.67, Synergy_Loewe=-21.5, Synergy_HSA=-0.511. (5) Drug 1: C1CC(=O)NC(=O)C1N2CC3=C(C2=O)C=CC=C3N. Drug 2: C1=C(C(=O)NC(=O)N1)N(CCCl)CCCl. Cell line: NCI-H460. Synergy scores: CSS=32.7, Synergy_ZIP=-2.13, Synergy_Bliss=-0.989, Synergy_Loewe=-12.3, Synergy_HSA=0.290.